This data is from NCI-60 drug combinations with 297,098 pairs across 59 cell lines. The task is: Regression. Given two drug SMILES strings and cell line genomic features, predict the synergy score measuring deviation from expected non-interaction effect. (1) Drug 1: CN1C(=O)N2C=NC(=C2N=N1)C(=O)N. Drug 2: CCCCCOC(=O)NC1=NC(=O)N(C=C1F)C2C(C(C(O2)C)O)O. Cell line: COLO 205. Synergy scores: CSS=0.987, Synergy_ZIP=0.674, Synergy_Bliss=0.587, Synergy_Loewe=-0.507, Synergy_HSA=-1.04. (2) Drug 1: C1=NC(=NC(=O)N1C2C(C(C(O2)CO)O)O)N. Drug 2: C1=NNC2=C1C(=O)NC=N2. Cell line: SNB-75. Synergy scores: CSS=11.8, Synergy_ZIP=-1.26, Synergy_Bliss=2.77, Synergy_Loewe=-12.9, Synergy_HSA=1.15. (3) Drug 1: CC(CN1CC(=O)NC(=O)C1)N2CC(=O)NC(=O)C2. Drug 2: B(C(CC(C)C)NC(=O)C(CC1=CC=CC=C1)NC(=O)C2=NC=CN=C2)(O)O. Cell line: COLO 205. Synergy scores: CSS=52.1, Synergy_ZIP=0.917, Synergy_Bliss=3.80, Synergy_Loewe=5.42, Synergy_HSA=5.07. (4) Drug 1: CC1=C2C(C(=O)C3(C(CC4C(C3C(C(C2(C)C)(CC1OC(=O)C(C(C5=CC=CC=C5)NC(=O)C6=CC=CC=C6)O)O)OC(=O)C7=CC=CC=C7)(CO4)OC(=O)C)O)C)OC(=O)C. Drug 2: C1=CC=C(C=C1)NC(=O)CCCCCCC(=O)NO. Cell line: T-47D. Synergy scores: CSS=49.8, Synergy_ZIP=2.59, Synergy_Bliss=1.64, Synergy_Loewe=3.66, Synergy_HSA=5.60. (5) Drug 1: CC12CCC(CC1=CCC3C2CCC4(C3CC=C4C5=CN=CC=C5)C)O. Drug 2: CS(=O)(=O)CCNCC1=CC=C(O1)C2=CC3=C(C=C2)N=CN=C3NC4=CC(=C(C=C4)OCC5=CC(=CC=C5)F)Cl. Cell line: HL-60(TB). Synergy scores: CSS=-21.9, Synergy_ZIP=6.63, Synergy_Bliss=-3.33, Synergy_Loewe=-13.7, Synergy_HSA=-12.7. (6) Drug 1: CC1=C2C(C(=O)C3(C(CC4C(C3C(C(C2(C)C)(CC1OC(=O)C(C(C5=CC=CC=C5)NC(=O)OC(C)(C)C)O)O)OC(=O)C6=CC=CC=C6)(CO4)OC(=O)C)O)C)O. Drug 2: C1=NNC2=C1C(=O)NC=N2. Cell line: KM12. Synergy scores: CSS=24.0, Synergy_ZIP=-2.23, Synergy_Bliss=-5.93, Synergy_Loewe=-45.5, Synergy_HSA=-3.54. (7) Drug 1: C(=O)(N)NO. Drug 2: C(CN)CNCCSP(=O)(O)O. Cell line: SF-539. Synergy scores: CSS=1.82, Synergy_ZIP=-0.0709, Synergy_Bliss=-0.534, Synergy_Loewe=1.08, Synergy_HSA=-1.79. (8) Drug 1: C1=CC=C(C=C1)NC(=O)CCCCCCC(=O)NO. Drug 2: CN1C(=O)N2C=NC(=C2N=N1)C(=O)N. Cell line: SW-620. Synergy scores: CSS=59.2, Synergy_ZIP=5.76, Synergy_Bliss=5.60, Synergy_Loewe=-8.25, Synergy_HSA=6.05. (9) Drug 1: CS(=O)(=O)CCNCC1=CC=C(O1)C2=CC3=C(C=C2)N=CN=C3NC4=CC(=C(C=C4)OCC5=CC(=CC=C5)F)Cl. Drug 2: C1C(C(OC1N2C=NC(=NC2=O)N)CO)O. Cell line: ACHN. Synergy scores: CSS=31.2, Synergy_ZIP=-5.98, Synergy_Bliss=1.83, Synergy_Loewe=2.73, Synergy_HSA=2.84.